Predict the reactants needed to synthesize the given product. From a dataset of Retrosynthesis with 50K atom-mapped reactions and 10 reaction types from USPTO. (1) The reactants are: C[SiH](C)OC(Nc1ccc(C#N)cc1)c1ccc(C(C)(C)C)cc1.O=C(Cl)c1cccs1. Given the product C[SiH](C)OC(c1ccc(C(C)(C)C)cc1)N(C(=O)c1cccs1)c1ccc(C#N)cc1, predict the reactants needed to synthesize it. (2) Given the product CC1(C)COc2cc3c(cc21)C1(CO3)C(=O)Nc2ccccc21, predict the reactants needed to synthesize it. The reactants are: CC1(C)COc2cc3c(cc21)C1(CO3)C(=O)N(C(c2ccccc2)c2ccccc2)c2ccccc21. (3) The reactants are: C1CCNC1.O=C(Cl)c1ccc(-c2ccc(OCCCCl)cc2)cc1. Given the product O=C(c1ccc(-c2ccc(OCCCCl)cc2)cc1)N1CCCC1, predict the reactants needed to synthesize it. (4) Given the product Nc1ccc(N2CCOCC2)cc1-c1cc(C(=O)NCc2cccc(C(F)(F)F)c2)ccn1, predict the reactants needed to synthesize it. The reactants are: O=C(NCc1cccc(C(F)(F)F)c1)c1ccnc(-c2cc(N3CCOCC3)ccc2[N+](=O)[O-])c1. (5) Given the product Cc1ccnc2c1C(=NNC(=N)N)CC(c1ccsc1Br)C2, predict the reactants needed to synthesize it. The reactants are: Cc1ccnc2c1C(=O)CC(c1ccsc1Br)C2.N=C(N)NN. (6) The reactants are: CN(C)c1nc2cc(NC(=O)c3c(C(=O)O)cnn3C)ccn2n1.FC1CNC1. Given the product CN(C)c1nc2cc(NC(=O)c3c(C(=O)N4CC(F)C4)cnn3C)ccn2n1, predict the reactants needed to synthesize it. (7) Given the product N#Cc1ccc(Oc2cccc3c(CO)cccc23)nc1, predict the reactants needed to synthesize it. The reactants are: N#Cc1ccc(Cl)nc1.OCc1cccc2c(O)cccc12. (8) Given the product Cc1ccc(C)n1-c1ccc2c(c1)C[C@@H](C)N2, predict the reactants needed to synthesize it. The reactants are: CC(=O)CCC(C)=O.C[C@@H]1Cc2cc(N)ccc2N1. (9) Given the product Cc1nccn1-c1nc(-c2ccc(Cl)cc2)c(CCCOc2ccccc2CCCO)o1, predict the reactants needed to synthesize it. The reactants are: COC(=O)CCc1ccccc1OCCCc1oc(-n2ccnc2C)nc1-c1ccc(Cl)cc1.